From a dataset of Forward reaction prediction with 1.9M reactions from USPTO patents (1976-2016). Predict the product of the given reaction. (1) Given the reactants [Cl:1][C:2]1[CH:3]=[CH:4][C:5]([C:25]#[N:26])=[C:6]([C:8]2[C:13]([O:14][CH3:15])=[CH:12][N:11]([CH2:16][C:17]([O:19][C:20]([CH3:23])([CH3:22])[CH3:21])=[O:18])[C:10](=[O:24])[CH:9]=2)[CH:7]=1.FC(F)(F)S(O[CH2:33][C:34]1([C:38]([F:41])([F:40])[F:39])[CH2:37][CH2:36][CH2:35]1)(=O)=O, predict the reaction product. The product is: [Cl:1][C:2]1[CH:3]=[CH:4][C:5]([C:25]#[N:26])=[C:6]([C:8]2[C:13]([O:14][CH3:15])=[CH:12][N:11]([CH:16]([CH2:33][C:34]3([C:38]([F:41])([F:40])[F:39])[CH2:37][CH2:36][CH2:35]3)[C:17]([O:19][C:20]([CH3:21])([CH3:22])[CH3:23])=[O:18])[C:10](=[O:24])[CH:9]=2)[CH:7]=1. (2) The product is: [Br:1][C:2]1[CH:13]=[CH:12][C:11]2=[C:14]3[C:3]=1[CH:4]=[N:5][CH:6]=[C:7]3[CH2:8][CH2:9][N:10]2[CH:15]1[CH2:16][CH2:17][CH:18]([CH2:21][NH2:33])[CH2:19][CH2:20]1. Given the reactants [Br:1][C:2]1[CH:13]=[CH:12][C:11]2=[C:14]3[C:3]=1[CH:4]=[N:5][CH:6]=[C:7]3[CH2:8][CH2:9][N:10]2[CH:15]1[CH2:20][CH2:19][CH:18]([CH:21]2OCCO2)[CH2:17][CH2:16]1.COC1C=CC(C[NH2:33])=CC=1, predict the reaction product.